This data is from Catalyst prediction with 721,799 reactions and 888 catalyst types from USPTO. The task is: Predict which catalyst facilitates the given reaction. Reactant: [N+:1]([C:4]1[CH:9]=[CH:8][C:7]([N:10]2[CH2:15][CH2:14][CH2:13][CH2:12][CH2:11]2)=[CH:6][C:5]=1B1OC(C)(C)C(C)(C)O1)([O-:3])=[O:2].Cl[C:26]1[CH:31]=[C:30]([F:32])[CH:29]=[CH:28][N:27]=1.C1(P(C2CCCCC2)C2C=CC=CC=2C2C(OC)=CC=CC=2OC)CCCCC1. Product: [F:32][C:30]1[CH:29]=[CH:28][N:27]=[C:26]([C:5]2[CH:6]=[C:7]([N:10]3[CH2:11][CH2:12][CH2:13][CH2:14][CH2:15]3)[CH:8]=[CH:9][C:4]=2[N+:1]([O-:3])=[O:2])[CH:31]=1. The catalyst class is: 108.